This data is from Reaction yield outcomes from USPTO patents with 853,638 reactions. The task is: Predict the reaction yield, written as a fraction of the theoretical maximum amount of product (1.0 means a 100% yield; for example, 0.34 means a 34% yield). (1) The reactants are [C:1]([C:9]1[CH:17]=[CH:16][C:12]([C:13]([OH:15])=[O:14])=[CH:11][CH:10]=1)(=[O:8])[C:2]1[CH:7]=[CH:6][CH:5]=[CH:4][CH:3]=1.[CH3:18]O. The catalyst is S(=O)(=O)(O)O. The product is [C:1]([C:9]1[CH:10]=[CH:11][C:12]([C:13]([O:15][CH3:18])=[O:14])=[CH:16][CH:17]=1)(=[O:8])[C:2]1[CH:3]=[CH:4][CH:5]=[CH:6][CH:7]=1. The yield is 0.970. (2) The reactants are [Br:1][C:2]1[CH:10]=[C:9]([C:11]([F:14])([F:13])[F:12])[CH:8]=[C:7]2[C:3]=1[CH:4]=[CH:5][NH:6]2.[H-].[Na+].Br[CH:18]([CH3:20])[CH3:19]. The catalyst is CN(C=O)C. The product is [Br:1][C:2]1[CH:10]=[C:9]([C:11]([F:12])([F:13])[F:14])[CH:8]=[C:7]2[C:3]=1[CH:4]=[CH:5][N:6]2[CH:18]([CH3:20])[CH3:19]. The yield is 0.400.